This data is from Reaction yield outcomes from USPTO patents with 853,638 reactions. The task is: Predict the reaction yield, written as a fraction of the theoretical maximum amount of product (1.0 means a 100% yield; for example, 0.34 means a 34% yield). (1) The reactants are [CH3:1][C:2]1[CH:11]=[CH:10][C:9]2[C:4](=[CH:5][CH:6]=[CH:7][C:8]=2[N:12]2[CH2:17][CH2:16][N:15]([CH2:18][CH2:19][C:20]3[CH:21]=[C:22]([CH:24]=[CH:25][CH:26]=3)[NH2:23])[CH2:14][CH2:13]2)[N:3]=1.[C:27]([O:31][C:32]([N:34]1[CH2:40][CH2:39][CH2:38][C@H:35]1[CH:36]=O)=[O:33])([CH3:30])([CH3:29])[CH3:28].C(O[BH-](OC(=O)C)OC(=O)C)(=O)C.[Na+]. The catalyst is CO. The product is [CH3:1][C:2]1[CH:11]=[CH:10][C:9]2[C:4](=[CH:5][CH:6]=[CH:7][C:8]=2[N:12]2[CH2:13][CH2:14][N:15]([CH2:18][CH2:19][C:20]3[CH:21]=[C:22]([NH:23][CH2:36][CH:35]4[CH2:38][CH2:39][CH2:40][N:34]4[C:32]([O:31][C:27]([CH3:28])([CH3:30])[CH3:29])=[O:33])[CH:24]=[CH:25][CH:26]=3)[CH2:16][CH2:17]2)[N:3]=1. The yield is 0.400. (2) The reactants are [NH2:1][C:2]1[C:7]([C:8]([O:10]C)=[O:9])=[C:6]([O:12][CH3:13])[CH:5]=[C:4]([O:14][CH3:15])[N:3]=1.[OH-].[K+]. The catalyst is O.C(O)C. The product is [NH2:1][C:2]1[N:3]=[C:4]([O:14][CH3:15])[CH:5]=[C:6]([O:12][CH3:13])[C:7]=1[C:8]([OH:10])=[O:9]. The yield is 1.00.